Predict the product of the given reaction. From a dataset of Forward reaction prediction with 1.9M reactions from USPTO patents (1976-2016). Given the reactants [CH:1]1([C@@H:7]([NH:9][C:10]([C:12]2[C:21]3[C:16](=[CH:17][CH:18]=[CH:19][CH:20]=3)[N:15]=[C:14]([C:22]3[S:23][CH:24]=[CH:25][CH:26]=3)[C:13]=2[CH2:27][N:28]2[CH2:33][CH2:32][NH:31][CH2:30][CH2:29]2)=[O:11])[CH3:8])[CH2:6][CH2:5][CH2:4][CH2:3][CH2:2]1.[F:34][C:35]([F:43])([F:42])[C:36]([OH:41])([CH3:40])[C:37](O)=[O:38], predict the reaction product. The product is: [CH:1]1([C@@H:7]([NH:9][C:10]([C:12]2[C:21]3[C:16](=[CH:17][CH:18]=[CH:19][CH:20]=3)[N:15]=[C:14]([C:22]3[S:23][CH:24]=[CH:25][CH:26]=3)[C:13]=2[CH2:27][N:28]2[CH2:29][CH2:30][N:31]([C:37](=[O:38])[C:36]([OH:41])([CH3:40])[C:35]([F:43])([F:42])[F:34])[CH2:32][CH2:33]2)=[O:11])[CH3:8])[CH2:6][CH2:5][CH2:4][CH2:3][CH2:2]1.